From a dataset of Catalyst prediction with 721,799 reactions and 888 catalyst types from USPTO. Predict which catalyst facilitates the given reaction. (1) Reactant: I[C:2]1[CH:7]=[CH:6][C:5]([C@H:8]2[C@@H:13]([NH:14][S:15]([CH:18]([CH3:20])[CH3:19])(=[O:17])=[O:16])[CH2:12][CH2:11][O:10][CH2:9]2)=[CH:4][CH:3]=1.C1(P(C2CCCCC2)C2C=CC=CC=2C2C(C(C)C)=CC(C(C)C)=CC=2C(C)C)CCCCC1.[F-].[K+].[C:57]([C:59]1[S:63][C:62](B(O)O)=[CH:61][CH:60]=1)#[N:58]. Product: [C:57]([C:59]1[S:63][C:62]([C:2]2[CH:7]=[CH:6][C:5]([C@H:8]3[C@@H:13]([NH:14][S:15]([CH:18]([CH3:20])[CH3:19])(=[O:17])=[O:16])[CH2:12][CH2:11][O:10][CH2:9]3)=[CH:4][CH:3]=2)=[CH:61][CH:60]=1)#[N:58]. The catalyst class is: 167. (2) Reactant: [CH2:1]([N:8]1[C:16]2[C:15](=[O:17])[NH:14][C:13](=[O:18])[N:12](COCC[Si](C)(C)C)[C:11]=2[N:10]=[C:9]1[O:27][C:28]1[CH:33]=[CH:32][CH:31]=[C:30]([O:34][C:35]([F:38])([F:37])[F:36])[CH:29]=1)[C:2]1[CH:7]=[CH:6][CH:5]=[CH:4][CH:3]=1.Cl. Product: [CH2:1]([N:8]1[C:16]2[C:15](=[O:17])[NH:14][C:13](=[O:18])[NH:12][C:11]=2[N:10]=[C:9]1[O:27][C:28]1[CH:33]=[CH:32][CH:31]=[C:30]([O:34][C:35]([F:38])([F:36])[F:37])[CH:29]=1)[C:2]1[CH:7]=[CH:6][CH:5]=[CH:4][CH:3]=1. The catalyst class is: 8.